This data is from Forward reaction prediction with 1.9M reactions from USPTO patents (1976-2016). The task is: Predict the product of the given reaction. (1) Given the reactants [Cl:1][C:2]1[CH:3]=[CH:4][C:5]([CH:24]=[CH2:25])=[C:6]([CH:23]=1)[CH2:7][O:8][C:9]1[CH:14]=[CH:13][CH:12]=[CH:11][C:10]=1[CH2:15][C:16]([O:18][C:19]([CH3:22])([CH3:21])[CH3:20])=[O:17].N#N.C([O-])([O-])=O.[Cs+].[Cs+].C1(P(C2C=CC=CC=2)CCCP(C2C=CC=CC=2)C2C=CC=CC=2)C=CC=CC=1, predict the reaction product. The product is: [Cl:1][C:2]1[CH:3]=[CH:4][C:5]([CH2:24][CH3:25])=[C:6]([CH:23]=1)[CH2:7][O:8][C:9]1[CH:14]=[CH:13][CH:12]=[CH:11][C:10]=1[CH2:15][C:16]([O:18][C:19]([CH3:20])([CH3:21])[CH3:22])=[O:17]. (2) Given the reactants CN(C(ON1N=NC2C=CC=NC1=2)=[N+](C)C)C.F[P-](F)(F)(F)(F)F.[C:25]([O:29][C:30]([NH:32][C@@H:33]([C@H:45]([CH2:52][O:53][CH3:54])[CH2:46][CH2:47][CH2:48][CH2:49][CH:50]=[CH2:51])[C:34]([N:36]1[CH2:40][C@H:39]([OH:41])[CH2:38][C@H:37]1[C:42](O)=[O:43])=[O:35])=[O:31])([CH3:28])([CH3:27])[CH3:26].[NH2:55][C@:56]1([C:61]([NH:63][S:64]([CH:67]2[CH2:69][CH2:68]2)(=[O:66])=[O:65])=[O:62])[CH2:58][C@H:57]1[CH:59]=[CH2:60].CC1C=CC(S(O)(=O)=O)=CC=1.CCN(C(C)C)C(C)C, predict the reaction product. The product is: [CH:67]1([S:64]([NH:63][C:61]([C@@:56]2([NH:55][C:42]([C@@H:37]3[CH2:38][C@@H:39]([OH:41])[CH2:40][N:36]3[C:34](=[O:35])[C@@H:33]([NH:32][C:30](=[O:31])[O:29][C:25]([CH3:27])([CH3:26])[CH3:28])[C@H:45]([CH2:52][O:53][CH3:54])[CH2:46][CH2:47][CH2:48][CH2:49][CH:50]=[CH2:51])=[O:43])[CH2:58][C@H:57]2[CH:59]=[CH2:60])=[O:62])(=[O:66])=[O:65])[CH2:69][CH2:68]1. (3) Given the reactants [CH2:1]([O:3][P:4]([CH2:9][N:10]1[C:19]2[C:14](=[C:15]([N+:20]([O-])=O)[CH:16]=[CH:17][CH:18]=2)[C:13](=[O:23])[C:12]([CH3:24])=[CH:11]1)(=[O:8])[O:5][CH2:6][CH3:7])[CH3:2].[ClH:25].[H][H], predict the reaction product. The product is: [ClH:25].[NH2:20][C:15]1[CH:16]=[CH:17][CH:18]=[C:19]2[C:14]=1[C:13](=[O:23])[C:12]([CH3:24])=[CH:11][N:10]2[CH2:9][P:4](=[O:8])([O:5][CH2:6][CH3:7])[O:3][CH2:1][CH3:2]. (4) Given the reactants [ClH:1].[CH3:2][N:3]([CH3:12])[CH2:4][CH2:5][CH2:6][N:7]=[C:8]=[N:9][CH2:10][CH3:11].[ClH:13], predict the reaction product. The product is: [CH2:10]([Cl:13])[CH2:11][Cl:1].[CH3:12][N:3]([CH3:2])[CH2:4][CH2:5][CH2:6][N:7]=[C:8]=[N:9][CH2:10][CH3:11]. (5) Given the reactants C(OC([N:8]1[CH2:13][CH:12]=[C:11]([C:14]2[CH:22]=[C:21]3[C:17]([CH2:18][N:19]4[C:25]([C:26]5[C:27]([C:32]6[CH:37]=[CH:36][CH:35]=[CH:34][CH:33]=6)=[N:28][O:29][C:30]=5[CH3:31])=[N:24][N:23]=[C:20]43)=[CH:16][CH:15]=2)[CH2:10][CH2:9]1)=O)(C)(C)C, predict the reaction product. The product is: [CH3:31][C:30]1[O:29][N:28]=[C:27]([C:32]2[CH:37]=[CH:36][CH:35]=[CH:34][CH:33]=2)[C:26]=1[C:25]1[N:19]2[CH2:18][C:17]3[C:21]([C:20]2=[N:23][N:24]=1)=[CH:22][C:14]([C:11]1[CH2:12][CH2:13][NH:8][CH2:9][CH:10]=1)=[CH:15][CH:16]=3. (6) Given the reactants [N+:1]([O-:4])(O)=[O:2].[F:5][C:6]1[CH:14]=[CH:13][C:9]([C:10]([OH:12])=[O:11])=[CH:8][CH:7]=1, predict the reaction product. The product is: [F:5][C:6]1[CH:14]=[CH:13][C:9]([C:10]([OH:12])=[O:11])=[CH:8][C:7]=1[N+:1]([O-:4])=[O:2]. (7) The product is: [CH3:23][NH:24][C:14](=[O:16])[CH2:13][CH2:12][CH2:11][CH2:10][CH2:9][CH2:8][CH2:7][C:1]1[CH:6]=[CH:5][CH:4]=[CH:3][CH:2]=1. Given the reactants [C:1]1([CH2:7][CH2:8][CH2:9][CH2:10][CH2:11][CH2:12][CH2:13][C:14]([OH:16])=O)[CH:6]=[CH:5][CH:4]=[CH:3][CH:2]=1.C(Cl)(=O)C(Cl)=O.[CH3:23][NH2:24], predict the reaction product. (8) Given the reactants [CH2:1]([O:8][C@@H:9]1[C@@H:16]2[C@@H:12]([O:13][C:14]([CH3:18])(C)[O:15]2)[O:11][C@@H:10]1[C@H:19]([OH:24])[C@H:20]([OH:23])[CH2:21][OH:22])[C:2]1[CH:7]=[CH:6][CH:5]=[CH:4][CH:3]=1.[C:25]([OH:31])([C:27](F)(F)F)=[O:26], predict the reaction product. The product is: [C:25]([O:31][CH:12]1[O:24][C@H:19]([C@@H:20]([CH2:21][O:22][C:12](=[O:13])[CH3:16])[O:23][C:10](=[O:11])[CH3:9])[C@@H:10]([O:11][C:1](=[O:8])[CH3:2])[C@H:9]([O:8][CH2:1][C:2]2[CH:3]=[CH:4][CH:5]=[CH:6][CH:7]=2)[C@H:16]1[O:15][C:14](=[O:13])[CH3:18])(=[O:26])[CH3:27]. (9) Given the reactants [CH2:1]([N:3]([CH2:10][CH3:11])[CH2:4][CH2:5][CH2:6][N:7]=[C:8]=[S:9])[CH3:2].[Cl:12][C:13]1[CH:18]=[CH:17][CH:16]=[CH:15][C:14]=1[CH2:19][C:20]([NH:22][NH2:23])=O, predict the reaction product. The product is: [Cl:12][C:13]1[CH:18]=[CH:17][CH:16]=[CH:15][C:14]=1[CH2:19][C:20]1[N:7]([CH2:6][CH2:5][CH2:4][N:3]([CH2:1][CH3:2])[CH2:10][CH3:11])[C:8](=[S:9])[NH:23][N:22]=1. (10) The product is: [OH:1][C@@:2]([C:32]1[CH:33]=[C:34]2[C:39](=[CH:40][CH:41]=1)[CH:38]=[C:37]([C:42]([NH:44][CH3:45])=[O:43])[CH:36]=[CH:35]2)([C:8]1[N:9]=[CH:10][N:11]([C:13]([C:20]2[CH:25]=[CH:24][CH:23]=[CH:22][CH:21]=2)([C:26]2[CH:27]=[CH:28][CH:29]=[CH:30][CH:31]=2)[C:14]2[CH:19]=[CH:18][CH:17]=[CH:16][CH:15]=2)[CH:12]=1)[CH2:3][CH2:4][OH:5]. Given the reactants [OH:1][C@@:2]([C:32]1[CH:41]=[CH:40][C:39]2[C:34](=[CH:35][CH:36]=[C:37]([C:42]([NH:44][CH3:45])=[O:43])[CH:38]=2)[CH:33]=1)([C:8]1[N:9]=[CH:10][N:11]([C:13]([C:26]2[CH:31]=[CH:30][CH:29]=[CH:28][CH:27]=2)([C:20]2[CH:25]=[CH:24][CH:23]=[CH:22][CH:21]=2)[C:14]2[CH:19]=[CH:18][CH:17]=[CH:16][CH:15]=2)[CH:12]=1)[CH2:3][C:4](OC)=[O:5].O.Cl, predict the reaction product.